From a dataset of Full USPTO retrosynthesis dataset with 1.9M reactions from patents (1976-2016). Predict the reactants needed to synthesize the given product. The reactants are: S([CH2:5][CH2:6][C:7]#[C:8][C:9]1[CH:14]=[CH:13][CH:12]=[CH:11][CH:10]=1)(C)(=O)=O.Cl.[F:16][C:17]([F:32])([F:31])[C:18]1[CH:19]=[C:20]([CH:24]2[CH2:29][CH2:28][NH:27][CH2:26][CH:25]2[OH:30])[CH:21]=[CH:22][CH:23]=1.C([O-])([O-])=O.[K+].[K+]. Given the product [F:32][C:17]([F:16])([F:31])[C:18]1[CH:19]=[C:20]([CH:24]2[CH2:29][CH2:28][N:27]([CH2:5][CH2:6][C:7]#[C:8][C:9]3[CH:14]=[CH:13][CH:12]=[CH:11][CH:10]=3)[CH2:26][CH:25]2[OH:30])[CH:21]=[CH:22][CH:23]=1, predict the reactants needed to synthesize it.